From a dataset of Experimentally validated miRNA-target interactions with 360,000+ pairs, plus equal number of negative samples. Binary Classification. Given a miRNA mature sequence and a target amino acid sequence, predict their likelihood of interaction. The miRNA is hsa-miR-3145-5p with sequence AACUCCAAACACUCAAAACUCA. The protein sequence of the target gene is MGADGETVVLKNMLIGINLILLGSMIKPSECQLEVTTERVQRQSVEEEGGIANYNTSSKEQPVVFNHVYNINVPLDNLCSSGLEASAEQEVSAEDETLAEYMGQTSDHESQVTFTHRINFPKKACPCASSAQVLQELLSRIEMLEREVSVLRDQCNANCCQESAATGQLDYIPHCSGHGNFSFESCGCICNEGWFGKNCSEPYCPLGCSSRGVCVDGQCICDSEYSGDDCSELRCPTDCSSRGLCVDGECVCEEPYTGEDCRELRCPGDCSGKGRCANGTCLCEEGYVGEDCGQRQCLNA.... Result: 1 (interaction).